Dataset: Reaction yield outcomes from USPTO patents with 853,638 reactions. Task: Predict the reaction yield, written as a fraction of the theoretical maximum amount of product (1.0 means a 100% yield; for example, 0.34 means a 34% yield). (1) The reactants are [C:1]([O:8][CH3:9])(=[O:7])[CH2:2][C:3]([O:5][CH3:6])=[O:4].CCN(C(C)C)C(C)C.CO[CH:21]1[N:25]([C:26]([O:28][C:29]([CH3:32])([CH3:31])[CH3:30])=[O:27])[C:24]([CH3:34])([CH3:33])[CH2:23][CH2:22]1.[NH4+].[Cl-]. The catalyst is C(Cl)Cl.Cl[Ti](Cl)(Cl)Cl. The product is [C:29]([O:28][C:26]([N:25]1[C:24]([CH3:34])([CH3:33])[CH2:23][CH2:22][CH:21]1[CH:2]([C:1]([O:8][CH3:9])=[O:7])[C:3]([O:5][CH3:6])=[O:4])=[O:27])([CH3:32])([CH3:30])[CH3:31]. The yield is 0.750. (2) The reactants are CO[C:3]1[N:8]=[N:7][C:6]([C:9]([OH:11])=[O:10])=[CH:5][CH:4]=1.S(Cl)([Cl:14])=O. No catalyst specified. The product is [Cl:14][C:3]1[N:8]=[N:7][C:6]([C:9]([OH:11])=[O:10])=[CH:5][CH:4]=1. The yield is 1.00. (3) The product is [F:19][CH:20]([F:28])[O:1][CH2:2][C@@H:3]1[CH2:7][N:6]([C:8]([O:10][C:11]([CH3:13])([CH3:14])[CH3:12])=[O:9])[C@H:5]([C:15]([O:17][CH3:18])=[O:16])[CH2:4]1. The catalyst is [Cu]I.C(#N)C. The yield is 0.610. The reactants are [OH:1][CH2:2][C@@H:3]1[CH2:7][N:6]([C:8]([O:10][C:11]([CH3:14])([CH3:13])[CH3:12])=[O:9])[C@H:5]([C:15]([O:17][CH3:18])=[O:16])[CH2:4]1.[F:19][C:20]([F:28])(S(F)(=O)=O)C(O)=O. (4) The reactants are C([O:8][C:9]1[CH:14]=[C:13]([N:15]2[CH2:20][CH2:19][CH:18]([N:21](C)[C:22](=O)OCC3C=CC=CC=3)[CH2:17][CH2:16]2)[CH:12]=[CH:11][N:10]=1)C1C=CC=CC=1. The catalyst is CO.[OH-].[OH-].[Pd+2]. The product is [CH3:22][NH:21][CH:18]1[CH2:19][CH2:20][N:15]([C:13]2[CH:12]=[CH:11][NH:10][C:9](=[O:8])[CH:14]=2)[CH2:16][CH2:17]1. The yield is 0.870. (5) The reactants are [CH3:1][O:2][C:3]([C:5]1[C:18]([NH:19][C:20]2[CH:25]=[CH:24][C:23]([Br:26])=[CH:22][C:21]=2[Cl:27])=[C:17]([F:28])[C:8]2[N:9]=[CH:10][N:11]([CH2:12][CH2:13][C:14](O)=[O:15])[C:7]=2[CH:6]=1)=[O:4].[CH:29]1[CH:30]=CC2N(O)N=[N:35][C:33]=2[CH:34]=1.O.CCN(CC)CC.N1CCCC1.CCN=C=NCCCN(C)C. The catalyst is CN(C=O)C.CCOC(C)=O.O. The product is [CH3:1][O:2][C:3]([C:5]1[C:18]([NH:19][C:20]2[CH:25]=[CH:24][C:23]([Br:26])=[CH:22][C:21]=2[Cl:27])=[C:17]([F:28])[C:8]2[N:9]=[CH:10][N:11]([CH2:12][CH2:13][C:14](=[O:15])[N:35]3[CH2:30][CH2:29][CH2:34][CH2:33]3)[C:7]=2[CH:6]=1)=[O:4]. The yield is 0.670. (6) The reactants are [CH3:1][C:2]1[CH:3]=[C:4]([C@@H:12]2[CH2:17][C@H:16]([C:18]3[O:22][NH:21][C:20](=[O:23])[CH:19]=3)[CH2:15][CH2:14][N:13]2C(OC)=O)[CH:5]=[CH:6][C:7]=1[C:8]([F:11])([F:10])[F:9].Br. No catalyst specified. The product is [CH3:1][C:2]1[CH:3]=[C:4]([C@@H:12]2[CH2:17][C@H:16]([C:18]3[O:22][NH:21][C:20](=[O:23])[CH:19]=3)[CH2:15][CH2:14][NH:13]2)[CH:5]=[CH:6][C:7]=1[C:8]([F:9])([F:10])[F:11]. The yield is 0.480.